Dataset: Full USPTO retrosynthesis dataset with 1.9M reactions from patents (1976-2016). Task: Predict the reactants needed to synthesize the given product. (1) Given the product [OH:1][C:2]1[C:3]([C:17]([NH:19][CH2:20][C:21]([OH:23])=[O:22])=[O:18])=[C:4]2[C:9](=[CH:10][C:11]=1[C:12]1[S:13][CH:14]=[CH:15][CH:16]=1)[N:8]=[CH:7][CH:6]=[N:5]2, predict the reactants needed to synthesize it. The reactants are: [OH:1][C:2]1[C:3]([C:17]([NH:19][CH2:20][C:21]([O:23]CC)=[O:22])=[O:18])=[C:4]2[C:9](=[CH:10][C:11]=1[C:12]1[S:13][CH:14]=[CH:15][CH:16]=1)[N:8]=[CH:7][CH:6]=[N:5]2.[OH-].[Na+]. (2) Given the product [I:1][C:2]1[NH:6][N:5]=[C:4]([C:7]#[N:9])[C:3]=1[CH3:10], predict the reactants needed to synthesize it. The reactants are: [I:1][C:2]1[NH:6][N:5]=[C:4]([C:7]([NH2:9])=O)[C:3]=1[CH3:10].FC(F)(F)C(OC(=O)C(F)(F)F)=O.C(N(CC)CC)C.C(=O)(O)[O-].[Na+]. (3) Given the product [O:4]1[C:12]2[CH:11]=[CH:10][N:9]=[C:8]([N:13]3[CH2:18][CH2:17][N:16]([CH2:19][CH2:20][C@H:21]4[CH2:26][CH2:25][C@H:24]([NH:27][CH:28]=[O:29])[CH2:23][CH2:22]4)[CH2:15][CH2:14]3)[C:7]=2[CH2:6][CH2:5]1, predict the reactants needed to synthesize it. The reactants are: Cl.Cl.Cl.[O:4]1[C:12]2[CH:11]=[CH:10][N:9]=[C:8]([N:13]3[CH2:18][CH2:17][N:16]([CH2:19][CH2:20][C@H:21]4[CH2:26][CH2:25][C@H:24]([NH2:27])[CH2:23][CH2:22]4)[CH2:15][CH2:14]3)[C:7]=2[CH2:6][CH2:5]1.[CH:28](O)=[O:29]. (4) Given the product [CH:1]1([CH2:7][N:8]([C:11]2[C:20]([CH2:21][OH:22])=[CH:19][C:18]3[C:13](=[CH:14][C:15]([F:23])=[CH:16][CH:17]=3)[N:12]=2)[CH2:9][CH3:10])[CH2:6][CH2:5][CH2:4][CH2:3][CH2:2]1, predict the reactants needed to synthesize it. The reactants are: [CH:1]1([CH2:7][N:8]([C:11]2[C:20]([CH:21]=[O:22])=[CH:19][C:18]3[C:13](=[CH:14][C:15]([F:23])=[CH:16][CH:17]=3)[N:12]=2)[CH2:9][CH3:10])[CH2:6][CH2:5][CH2:4][CH2:3][CH2:2]1.[BH4-].[Na+].[Cl-].[NH4+].O. (5) Given the product [CH2:29]([N:6]1[CH2:5][C:21](=[O:23])[NH:20][C@@H:8]([CH2:9][O:10][CH2:11][C:12]2[CH:17]=[CH:16][C:15]([O:18][CH3:19])=[CH:14][CH:13]=2)[C:7]1=[O:28])[C:30]1[CH:31]=[CH:32][CH:33]=[CH:34][CH:35]=1, predict the reactants needed to synthesize it. The reactants are: C(OC(=O)[CH2:5][N:6]([CH2:29][C:30]1[CH:35]=[CH:34][CH:33]=[CH:32][CH:31]=1)[C:7](=[O:28])[C@@H:8]([NH:20][C:21]([O:23]C(C)(C)C)=O)[CH2:9][O:10][CH2:11][C:12]1[CH:17]=[CH:16][C:15]([O:18][CH3:19])=[CH:14][CH:13]=1)C.C(Cl)(=O)C. (6) Given the product [ClH:11].[Br:1][C:2]1[CH:3]=[N:4][N:5]([CH2:7][Cl:11])[CH:6]=1, predict the reactants needed to synthesize it. The reactants are: [Br:1][C:2]1[CH:3]=[N:4][N:5]([CH2:7]O)[CH:6]=1.S(Cl)([Cl:11])=O. (7) Given the product [N+:13]([C:9]1[CH:10]=[CH:11][C:6]2[CH2:5][CH2:4][C:3](=[O:12])[NH:2][CH2:1][C:7]=2[CH:8]=1)([O-:15])=[O:14], predict the reactants needed to synthesize it. The reactants are: [CH2:1]1[C:7]2[CH:8]=[CH:9][CH:10]=[CH:11][C:6]=2[CH2:5][CH2:4][C:3](=[O:12])[NH:2]1.[N+:13]([O-])([OH:15])=[O:14]. (8) Given the product [F:1][CH:2]1[CH:7]([C:8]2[C:16]3[C:11](=[CH:12][CH:13]=[C:14]([NH2:17])[CH:15]=3)[NH:10][CH:9]=2)[CH2:6][CH2:5][N:4]([CH3:20])[CH2:3]1, predict the reactants needed to synthesize it. The reactants are: [F:1][CH:2]1[CH:7]([C:8]2[C:16]3[C:11](=[CH:12][CH:13]=[C:14]([N+:17]([O-])=O)[CH:15]=3)[NH:10][CH:9]=2)[CH2:6][CH2:5][N:4]([CH3:20])[CH2:3]1.O.NN.